From a dataset of Full USPTO retrosynthesis dataset with 1.9M reactions from patents (1976-2016). Predict the reactants needed to synthesize the given product. (1) Given the product [CH2:1]([N:8]1[CH2:17][CH2:16][C:15]2[C:14]([NH:18][C:38]([C:28]34[CH2:37][CH:32]5[CH2:31][CH:30]([CH2:36][CH:34]([CH2:33]5)[CH2:35]3)[CH2:29]4)=[O:39])=[N:13][CH:12]=[N:11][C:10]=2[CH2:9]1)[C:2]1[CH:3]=[CH:4][CH:5]=[CH:6][CH:7]=1, predict the reactants needed to synthesize it. The reactants are: [CH2:1]([N:8]1[CH2:17][CH2:16][C:15]2[C:14]([NH2:18])=[N:13][CH:12]=[N:11][C:10]=2[CH2:9]1)[C:2]1[CH:7]=[CH:6][CH:5]=[CH:4][CH:3]=1.C(N(C(C)C)CC)(C)C.[C:28]12([C:38](Cl)=[O:39])[CH2:37][CH:32]3[CH2:33][CH:34]([CH2:36][CH:30]([CH2:31]3)[CH2:29]1)[CH2:35]2. (2) Given the product [Br:7][C:8]1[CH:9]=[CH:10][C:11]([C:14]2[O:15][C:16]([CH3:26])=[C:17]([CH2:19][CH2:20][N:1]3[CH2:6][CH2:5][CH2:4][CH2:3][CH2:2]3)[N:18]=2)=[CH:12][CH:13]=1, predict the reactants needed to synthesize it. The reactants are: [NH:1]1[CH2:6][CH2:5][CH2:4][CH2:3][CH2:2]1.[Br:7][C:8]1[CH:13]=[CH:12][C:11]([C:14]2[O:15][C:16]([CH3:26])=[C:17]([CH2:19][CH2:20]OS(C)(=O)=O)[N:18]=2)=[CH:10][CH:9]=1. (3) Given the product [CH2:35]([O:34][C:32](=[O:33])[NH:19][CH2:18][CH:15]1[CH2:14][C:13]2[CH:12]=[CH:11][CH:10]=[C:9]([C:6]3[CH:5]=[CH:4][C:3]([C:2]([F:20])([F:1])[F:21])=[CH:8][CH:7]=3)[C:17]=2[O:16]1)[C:36]1[CH:41]=[CH:40][CH:39]=[CH:38][CH:37]=1, predict the reactants needed to synthesize it. The reactants are: [F:1][C:2]([F:21])([F:20])[C:3]1[CH:8]=[CH:7][C:6]([C:9]2[C:17]3[O:16][CH:15]([CH2:18][NH2:19])[CH2:14][C:13]=3[CH:12]=[CH:11][CH:10]=2)=[CH:5][CH:4]=1.C(N(C(C)C)CC)(C)C.Cl[C:32]([O:34][CH2:35][C:36]1[CH:41]=[CH:40][CH:39]=[CH:38][CH:37]=1)=[O:33].C1(C2C3OC(CNC(=O)OCC4C=CC=CC=4)CC=3C=CC=2)CCCC1. (4) Given the product [C:18]([C:15]1[N:16]=[CH:17][C:12]([NH:11][C:8](=[O:9])[O:7][C:1]2[CH:6]=[CH:5][CH:4]=[CH:3][CH:2]=2)=[CH:13][CH:14]=1)#[N:19], predict the reactants needed to synthesize it. The reactants are: [C:1]1([O:7][C:8](Cl)=[O:9])[CH:6]=[CH:5][CH:4]=[CH:3][CH:2]=1.[NH2:11][C:12]1[CH:13]=[CH:14][C:15]([C:18]#[N:19])=[N:16][CH:17]=1.N1C=CC=CC=1.